This data is from Acute oral toxicity (LD50) regression data from Zhu et al.. The task is: Regression/Classification. Given a drug SMILES string, predict its toxicity properties. Task type varies by dataset: regression for continuous values (e.g., LD50, hERG inhibition percentage) or binary classification for toxic/non-toxic outcomes (e.g., AMES mutagenicity, cardiotoxicity, hepatotoxicity). Dataset: ld50_zhu. The compound is CCc1nc(N)nc(N)c1-c1ccc(Cl)cc1. The rat oral LD50 is 2.75, given as -log10 of the dose in mol/kg body weight (higher means more acutely toxic).